Dataset: Forward reaction prediction with 1.9M reactions from USPTO patents (1976-2016). Task: Predict the product of the given reaction. (1) Given the reactants Br[C:2]1[CH:7]=[CH:6][C:5]([CH2:8][N:9]2[C:17](=[O:18])[C:16]3[C:11](=[CH:12][CH:13]=[CH:14][CH:15]=3)[C:10]2=[O:19])=[C:4]([Cl:20])[CH:3]=1.[Cl:21][C:22]1[CH:23]=[C:24]([C:29]([OH:36])([CH:34]=[CH2:35])[C:30]([F:33])([F:32])[F:31])[CH:25]=[C:26]([Cl:28])[CH:27]=1.C([O-])(=O)C.[Na+].Cl, predict the reaction product. The product is: [Cl:20][C:4]1[CH:3]=[C:2](/[CH:35]=[CH:34]/[C:29]([C:24]2[CH:25]=[C:26]([Cl:28])[CH:27]=[C:22]([Cl:21])[CH:23]=2)([OH:36])[C:30]([F:32])([F:31])[F:33])[CH:7]=[CH:6][C:5]=1[CH2:8][N:9]1[C:17](=[O:18])[C:16]2[C:11](=[CH:12][CH:13]=[CH:14][CH:15]=2)[C:10]1=[O:19]. (2) The product is: [Br:32][C:12]1[N:8]([C:3]2[CH:4]=[CH:5][CH:6]=[CH:7][C:2]=2[Br:1])[C:9]([C:13]2[CH:14]=[CH:15][C:16]([C:19]3[CH:24]=[CH:23][CH:22]=[CH:21][CH:20]=3)=[N:17][CH:18]=2)=[N:10][N:11]=1. Given the reactants [Br:1][C:2]1[CH:7]=[CH:6][CH:5]=[CH:4][C:3]=1[N:8]1[CH:12]=[N:11][N:10]=[C:9]1[C:13]1[CH:14]=[CH:15][C:16]([C:19]2[CH:24]=[CH:23][CH:22]=[CH:21][CH:20]=2)=[N:17][CH:18]=1.C1C(=O)N([Br:32])C(=O)C1, predict the reaction product. (3) Given the reactants [CH3:1][O:2][C:3](=[O:25])[CH2:4][N:5]1[C:13]2[C:8](=[CH:9][C:10]([N:14]3[CH:19]=[CH:18][C:17]4[O:20][C:21](Br)=[CH:22][C:16]=4[C:15]3=[O:24])=[CH:11][CH:12]=2)[CH:7]=[N:6]1.[Cl:26][C:27]1[CH:32]=[CH:31][C:30](B(O)O)=[CH:29][CH:28]=1.C([O-])([O-])=O.[K+].[K+], predict the reaction product. The product is: [CH3:1][O:2][C:3](=[O:25])[CH2:4][N:5]1[C:13]2[C:8](=[CH:9][C:10]([N:14]3[CH:19]=[CH:18][C:17]4[O:20][C:21]([C:30]5[CH:31]=[CH:32][C:27]([Cl:26])=[CH:28][CH:29]=5)=[CH:22][C:16]=4[C:15]3=[O:24])=[CH:11][CH:12]=2)[CH:7]=[N:6]1. (4) Given the reactants [H-].[Na+].C(OC(=O)[NH:9][C@@H:10]([CH3:25])[CH2:11][C:12]1[C:20]2[CH:19]=[C:18]([OH:21])[CH:17]=[CH:16][C:15]=2[N:14]2[CH2:22][CH2:23][CH2:24][C:13]=12)(C)(C)C.[CH3:27][O:28][CH2:29][CH2:30][O:31][CH2:32][CH2:33][CH2:34]Br.O, predict the reaction product. The product is: [CH3:27][O:28][CH2:29][CH2:30][O:31][CH2:32][CH2:33][CH2:34][O:21][C:18]1[CH:17]=[CH:16][C:15]2[N:14]3[CH2:22][CH2:23][CH2:24][C:13]3=[C:12]([CH2:11][C@@H:10]([NH2:9])[CH3:25])[C:20]=2[CH:19]=1. (5) Given the reactants P(Cl)(Cl)(Cl)=O.[CH3:6][O:7][C:8]1[CH:27]=[CH:26][C:11]([CH2:12][N:13]2[C:21]3[CH:20]=[CH:19][CH:18]=[C:17]([C:22]([O:24][CH3:25])=[O:23])[C:16]=3[CH:15]=[CH:14]2)=[CH:10][CH:9]=1.[OH-].[Na+].CN([CH:33]=[O:34])C, predict the reaction product. The product is: [CH:33]([C:15]1[C:16]2[C:17]([C:22]([O:24][CH3:25])=[O:23])=[CH:18][CH:19]=[CH:20][C:21]=2[N:13]([CH2:12][C:11]2[CH:10]=[CH:9][C:8]([O:7][CH3:6])=[CH:27][CH:26]=2)[CH:14]=1)=[O:34]. (6) Given the reactants [F:1][C:2]1[CH:10]=[N:9][CH:8]=[C:7]([NH:11][C:12]2[CH:17]=[CH:16][C:15]([I:18])=[CH:14][C:13]=2[F:19])[C:3]=1[C:4]([OH:6])=O.[NH2:20][C:21]1[CH:26]=[CH:25][CH:24]=[CH:23][C:22]=1[NH2:27].CN(C(ON1N=NC2C=CC=NC1=2)=[N+](C)C)C.F[P-](F)(F)(F)(F)F.C(N(CC)C(C)C)(C)C, predict the reaction product. The product is: [NH2:20][C:21]1[CH:26]=[CH:25][CH:24]=[CH:23][C:22]=1[NH:27][C:4](=[O:6])[C:3]1[C:7]([NH:11][C:12]2[CH:17]=[CH:16][C:15]([I:18])=[CH:14][C:13]=2[F:19])=[CH:8][N:9]=[CH:10][C:2]=1[F:1]. (7) Given the reactants [Cl:1][C:2]1[CH:3]=[CH:4][C:5]([S:8][C:9]2[N:13]([CH3:14])[CH:12]=[N:11][C:10]=2[C:15]2[CH:20]=[CH:19][C:18]([C@H:21]3[CH2:23][C@@H:22]3[C:24]([NH:26][CH3:27])=[O:25])=[CH:17][CH:16]=2)=[N:6][CH:7]=1.[H-].[Na+].[CH3:30]N(C=O)C, predict the reaction product. The product is: [Cl:1][C:2]1[CH:3]=[CH:4][C:5]([S:8][C:9]2[N:13]([CH3:14])[CH:12]=[N:11][C:10]=2[C:15]2[CH:20]=[CH:19][C:18]([C@H:21]3[CH2:23][C@@H:22]3[C:24]([N:26]([CH3:30])[CH3:27])=[O:25])=[CH:17][CH:16]=2)=[N:6][CH:7]=1. (8) Given the reactants Cl[C:2]1[C:11]2[C:6](=[CH:7][C:8]([Cl:12])=[CH:9][CH:10]=2)[N:5]=[C:4]([C:13]2[CH:18]=[CH:17][C:16](NC(=O)CC(C)C)=[CH:15][CH:14]=2)[N:3]=1.[NH2:26][C:27]1[CH:34]=[C:33](Cl)[CH:32]=[CH:31][C:28]=1C#N.CC(C)CC(NC1C=CC(C(Cl)=O)=CC=1)=O, predict the reaction product. The product is: [Cl:12][C:8]1[CH:7]=[C:6]2[C:11]([C:2]([NH:26][C:27]3[CH:34]=[CH:33][CH:32]=[CH:31][CH:28]=3)=[N:3][C:4]([C:13]3[CH:14]=[CH:15][CH:16]=[CH:17][CH:18]=3)=[N:5]2)=[CH:10][CH:9]=1. (9) Given the reactants FC(F)(F)C1C=CC([C:9]2[CH:14]=[CH:13][CH:12]=[C:11]([CH2:15][O:16][C:17]3[CH:22]=[CH:21][C:20]([C:23]4([CH2:27][C:28]([O:30][CH2:31][CH3:32])=[O:29])[CH2:26][O:25][CH2:24]4)=[CH:19][CH:18]=3)[CH:10]=2)=CC=1.[F:35]C1C=C(C2(CC([O-])=O)COC2)C=CC=1O.[C:51]1([C:51]2[CH:56]=[CH:55][C:54](CBr)=[CH:53][CH:52]=2)[CH:56]=[CH:55][CH:54]=[CH:53][CH:52]=1, predict the reaction product. The product is: [C:14]1([C:51]2[CH:56]=[CH:55][CH:54]=[CH:53][CH:52]=2)[CH:9]=[CH:10][C:11]([CH2:15][O:16][C:17]2[CH:18]=[CH:19][C:20]([C:23]3([CH2:27][C:28]([O:30][CH2:31][CH3:32])=[O:29])[CH2:26][O:25][CH2:24]3)=[CH:21][C:22]=2[F:35])=[CH:12][CH:13]=1. (10) The product is: [CH3:1][O:2][CH2:3][N:4]1[C:8]2[CH:9]=[CH:10][C:11]([CH:13]([C:15]3[S:16][CH:17]=[C:18]([C:20]4[CH:25]=[CH:24][C:23]([CH2:26][CH2:27][C:28]([CH3:37])([O:30][CH:31]5[CH2:36][CH2:35][CH2:34][CH2:33][O:32]5)[CH3:29])=[CH:22][N:21]=4)[N:19]=3)[CH3:14])=[CH:12][C:7]=2[S:6][C:5]1=[O:38]. Given the reactants [CH3:1][O:2][CH2:3][N:4]1[C:8]2[CH:9]=[CH:10][C:11]([CH:13]([C:15]3[S:16][CH:17]=[C:18]([C:20]4[CH:25]=[CH:24][C:23]([C:26]#[C:27][C:28]([CH3:37])([O:30][CH:31]5[CH2:36][CH2:35][CH2:34][CH2:33][O:32]5)[CH3:29])=[CH:22][N:21]=4)[N:19]=3)[CH3:14])=[CH:12][C:7]=2[S:6][C:5]1=[O:38], predict the reaction product.